Dataset: Forward reaction prediction with 1.9M reactions from USPTO patents (1976-2016). Task: Predict the product of the given reaction. (1) The product is: [CH3:10][O:11][C:12](=[O:35])[C:13]1[CH:18]=[CH:17][CH:16]=[C:15]([CH2:19][N:20]2[C:28]3[C:33](=[CH:32][CH:31]=[CH:30][CH:29]=3)/[C:22](=[C:23](\[C:1]3[CH:6]=[CH:5][CH:4]=[CH:3][CH:2]=3)/[CH:24]([CH3:26])[CH3:25])/[C:21]2=[O:27])[CH:14]=1. Given the reactants [C:1]1(B(O)O)[CH:6]=[CH:5][CH:4]=[CH:3][CH:2]=1.[CH3:10][O:11][C:12](=[O:35])[C:13]1[CH:18]=[CH:17][CH:16]=[C:15]([CH2:19][N:20]([C:28]2[CH:33]=[CH:32][CH:31]=[CH:30][C:29]=2I)[C:21](=[O:27])[C:22]#[C:23][CH:24]([CH3:26])[CH3:25])[CH:14]=1, predict the reaction product. (2) Given the reactants [CH:1]1[C:6]([CH2:7][CH:8](N)[C:9]([OH:11])=O)=[CH:5][CH:4]=[C:3](Cl)[CH:2]=1.CC(N(C)C)C[N:17]1[C:26]2[CH:27]=[C:28](S(N(C)C)(=O)=O)[CH:29]=[CH:30][C:25]=2[S:24][C:23]2[CH:22]=[CH:21]C=CC1=2.CC1C=CC(S(O)(=O)=O)=CC=1.CC1C=C(C[C:59]([NH:61][CH2:62]C(OC2C=C(OC)C=CC=2)C)=N)C=CC=1, predict the reaction product. The product is: [CH3:59][N:61]([CH2:21][CH2:22][CH2:23][S:24][C:25]1[CH:30]=[CH:29][CH:28]=[CH:27][C:26]=1[NH:17][C:9](/[CH:8]=[CH:7]/[C:6]1[CH:5]=[CH:4][CH:3]=[CH:2][CH:1]=1)=[O:11])[CH3:62]. (3) Given the reactants [C:1]1([C:26]2[CH:31]=[CH:30][CH:29]=[CH:28][CH:27]=2)[CH:6]=[CH:5][C:4]([C:7]2[N:11]([CH2:12][CH:13]3[CH2:17][CH2:16][NH:15][CH2:14]3)[C:10]3[CH:18]=[C:19]([C:22]([NH:24][CH3:25])=[O:23])[CH:20]=[CH:21][C:9]=3[N:8]=2)=[CH:3][CH:2]=1.[CH3:32][N:33]([CH3:37])[C:34](Cl)=[O:35].C(O)C(N)(CO)CO, predict the reaction product. The product is: [C:1]1([C:26]2[CH:27]=[CH:28][CH:29]=[CH:30][CH:31]=2)[CH:6]=[CH:5][C:4]([C:7]2[N:11]([CH2:12][CH:13]3[CH2:17][CH2:16][N:15]([C:34]([N:33]([CH3:37])[CH3:32])=[O:35])[CH2:14]3)[C:10]3[CH:18]=[C:19]([C:22]([NH:24][CH3:25])=[O:23])[CH:20]=[CH:21][C:9]=3[N:8]=2)=[CH:3][CH:2]=1.